Dataset: Peptide-MHC class II binding affinity with 134,281 pairs from IEDB. Task: Regression. Given a peptide amino acid sequence and an MHC pseudo amino acid sequence, predict their binding affinity value. This is MHC class II binding data. (1) The peptide sequence is ETAEGGEIHELLRLQ. The MHC is HLA-DPA10201-DPB10501 with pseudo-sequence HLA-DPA10201-DPB10501. The binding affinity (normalized) is 0.0153. (2) The peptide sequence is EKPMNVQSLGWNIIT. The MHC is HLA-DQA10501-DQB10302 with pseudo-sequence HLA-DQA10501-DQB10302. The binding affinity (normalized) is 0.392. (3) The peptide sequence is DIFTNSRGKRASKGN. The MHC is HLA-DQA10401-DQB10402 with pseudo-sequence HLA-DQA10401-DQB10402. The binding affinity (normalized) is 0.0450. (4) The peptide sequence is PEHRQLANAIFKLTYQN. The MHC is DRB1_0101 with pseudo-sequence DRB1_0101. The binding affinity (normalized) is 0.428. (5) The peptide sequence is YDKFLANVSTVLIGK. The MHC is DRB1_0404 with pseudo-sequence DRB1_0404. The binding affinity (normalized) is 0.836. (6) The peptide sequence is GENGRKTRSAYERMC. The MHC is DRB1_0701 with pseudo-sequence DRB1_0701. The binding affinity (normalized) is 0.0658.